From a dataset of Full USPTO retrosynthesis dataset with 1.9M reactions from patents (1976-2016). Predict the reactants needed to synthesize the given product. (1) Given the product [Br:1][C:2]1[CH:3]=[C:4]2[C:8](=[C:9]([C:11]([OH:13])=[O:12])[CH:10]=1)[NH:7][CH:6]=[C:5]2[CH:23]1[CH2:28][CH2:27][S:26](=[O:29])(=[O:30])[C:25]([CH3:32])([CH3:31])[CH2:24]1, predict the reactants needed to synthesize it. The reactants are: [Br:1][C:2]1[CH:3]=[C:4]2[C:8](=[C:9]([C:11]([O:13]CC)=[O:12])[CH:10]=1)[N:7](C(OC(C)(C)C)=O)[CH:6]=[C:5]2[CH:23]1[CH2:28][CH2:27][S:26](=[O:30])(=[O:29])[C:25]([CH3:32])([CH3:31])[CH2:24]1.[OH-].[Na+].Cl. (2) Given the product [CH3:34][O:33][C:29]1[CH:28]=[C:27]([C:22]2[C:23]3[CH2:24][CH2:25][N:16]([C:14]4[CH:13]=[CH:12][N:11]=[C:10]([O:38][CH2:37][CH2:36][N:35]([CH3:40])[CH3:20])[CH:15]=4)[C:18]=3[N:19]=[C:20]([N:35]3[CH2:40][CH2:39][O:38][CH2:37][CH2:36]3)[N:21]=2)[CH:32]=[CH:31][CH:30]=1, predict the reactants needed to synthesize it. The reactants are: [H-].[Na+].CN1CCN([C:10]2[CH:15]=[C:14]([NH2:16])[CH:13]=[CH:12][N:11]=2)CC1.Cl[C:18]1[C:23]([CH2:24][CH2:25]Cl)=[C:22]([C:27]2[CH:32]=[CH:31][CH:30]=[C:29]([O:33][CH3:34])[CH:28]=2)[N:21]=[C:20]([N:35]2[CH2:40][CH2:39][O:38][CH2:37][CH2:36]2)[N:19]=1. (3) Given the product [Br:1][C:2]1[CH:7]=[CH:6][C:5]([N+:8]([O-:10])=[O:9])=[C:4]([NH:12][CH:13]2[CH2:14][N:15]([C:17]([O:19][C:20]([CH3:23])([CH3:22])[CH3:21])=[O:18])[CH2:16]2)[CH:3]=1, predict the reactants needed to synthesize it. The reactants are: [Br:1][C:2]1[CH:7]=[CH:6][C:5]([N+:8]([O-:10])=[O:9])=[C:4](F)[CH:3]=1.[NH2:12][CH:13]1[CH2:16][N:15]([C:17]([O:19][C:20]([CH3:23])([CH3:22])[CH3:21])=[O:18])[CH2:14]1.CCN(C(C)C)C(C)C.